From a dataset of Experimentally validated miRNA-target interactions with 360,000+ pairs, plus equal number of negative samples. Binary Classification. Given a miRNA mature sequence and a target amino acid sequence, predict their likelihood of interaction. (1) The miRNA is hsa-miR-23a-5p with sequence GGGGUUCCUGGGGAUGGGAUUU. The protein sequence of the target gene is MELLCCEVDPVRRAVPDRNLLEDRVLQNLLTIEERYLPQCSYFKCVQKDIQPYMRRMVATWMLEVCEEQKCEEEVFPLAMNYLDRFLAGVPTPKTHLQLLGAVCMFLASKLKETIPLTAEKLCIYTDNSVKPQELLEWELVVLGKLKWNLAAVTPHDFIEHILRKLPQQKEKLSLIRKHAQTFIALCATDFKFAMYPPSMIATGSVGAAICGLQQDDEVNTLTCDALTELLAKITHTDVDCLKACQEQIEALLLNSLQQFRQEQHNAGSKSVEDPDQATTPTDVRDVDL. Result: 0 (no interaction). (2) The miRNA is hsa-miR-4716-3p with sequence AAGGGGGAAGGAAACAUGGAGA. The protein sequence of the target gene is MLRGTLLCAVLGLLRAQPFPCPPACKCVFRDAAQCSGGDVARISALGLPTNLTHILLFGMGRGVLQSQSFSGMTVLQRLMISDSHISAVAPGTFSDLIKLKTLRLSRNKITHLPGALLDKMVLLEQLFLDHNALRGIDQNMFQKLVNLQELALNQNQLDFLPASLFTNLENLKLLDLSGNNLTHLPKGLLGAQAKLERLLLHSNRLVSLDSGLLNSLGALTELQFHRNHIRSIAPGAFDRLPNLSSLTLSRNHLAFLPSALFLHSHNLTLLTLFENPLAELPGVLFGEMGGLQELWLNRT.... Result: 1 (interaction). (3) The miRNA is rno-miR-27b-3p with sequence UUCACAGUGGCUAAGUUCUGC. The protein sequence of the target gene is MLAFAARTVVKPLGLLKPSSLMKVSGRFKAHQDALPRLPVPPLQQSLDYYLKALQPIVSEEEWAHTKQLVDEFQTSGGVGERLQKGLERRAKKMENWLSEWWLKTAYLQFRQPVVIYSSPGVILPKQDFVDLQGQLRFAAKLIEGVLDFKSMIDNETLPVEFLGGQPLCMNQYYQILSSCRVPGPKQDSVVNFLKSKRPPTHITVVHNYQFFELDVYHSDGTPLTSDQIFVQLEKIWNSSLQSNKEPVGILTSNHRNTWAKAYNNLIKDKVNRESVNSIQKSIFTVCLDKQVPRVSDDVY.... Result: 0 (no interaction). (4) Result: 0 (no interaction). The miRNA is hsa-miR-8058 with sequence CUGGACUUUGAUCUUGCCAUAA. The protein sequence of the target gene is MYPSNKKKKVWREEKERLLKMTLEERRKEYLRDYIPLNSILSWKEEMKGKGQNDEENTQETSQVKKSLTEKVSLYRGDITLLEVDAIVNAANASLLGGGGVDGCIHRAAGPCLLAECRNLNGCDTGHAKITCGYDLPAKYVIHTVGPIARGHINGSHKEDLANCYKSSLKLVKENNIRSVAFPCISTGIYGFPNEPAAVIALNTIKEWLAKNHHEVDRIIFCVFLEVDFKIYKKKMNEFFSVDDNNEEEEDVEMKEDSDENGPEEKQSVEEMEEQSQDADGVNTVTVPGPASEEAVEDCK.... (5) The miRNA is hsa-miR-5692a with sequence CAAAUAAUACCACAGUGGGUGU. The protein sequence of the target gene is MVRVRAVVMARDDSSGGWLPVGGGGLSQVSVCRVRGARPEGGARQGHYVIHGERLRDQKTTLECTLKPGLVYNKVNPIFHHWSLGDCKFGLTFQSPAEADEFQKSLLAALAALGRGSLTPSSSSSSSSPSQDTAETPCPLTSHVDSDSSSSHSRQETPPSAAAAPIITMESASGFGPTTPPQRRRSSAQSYPPLLPFTGIPEPSEPLAGAGGLGWGGRGYEDYRRSGPPAPLALSTCVVRFAKTGALRGAALGPPAALPAPLTEAAPPAPPARPPPGPGPSSAPAKASPEAEEAARCVHC.... Result: 1 (interaction). (6) The miRNA is hsa-miR-186-3p with sequence GCCCAAAGGUGAAUUUUUUGGG. The protein sequence of the target gene is MNDDGKVNASSEGYFILVGFSNWPHLEVVIFVVVLIFYLMTLIGNLFIIILSYLDSHLHTPMYFFLSNLSFLDLCYTTSSIPQLLVNLWGPEKTISYAGCMIQLYFVLALGTTECVLLVVMSYDRYAAVCRPLHYTVLMHPRFCHLLAVASWVSGFTNSALHSSFTFWVPLCGHRQVDHFFCEVPALLRLSCVDTHVNELTLMITSSIFVLIPLILILTSYGAIVRAVLRMQSTTGLQKVFGTCGAHLMAVSLFFIPAMCIYLQPPSGNSQDQGKFIALFYTVVTPSLNPLIYTLRNKVV.... Result: 0 (no interaction).